Dataset: Reaction yield outcomes from USPTO patents with 853,638 reactions. Task: Predict the reaction yield, written as a fraction of the theoretical maximum amount of product (1.0 means a 100% yield; for example, 0.34 means a 34% yield). (1) The reactants are Br[C:2]1[CH:3]=[C:4]([C:8]2[CH:21]=[CH:20][C:19]3[C:10](=[C:11]([C:28]4[CH:33]=[CH:32][CH:31]=[CH:30][CH:29]=4)[C:12]4[C:17]([C:18]=3[C:22]3[CH:27]=[CH:26][CH:25]=[CH:24][CH:23]=3)=[CH:16][CH:15]=[CH:14][CH:13]=4)[CH:9]=2)[CH:5]=[CH:6][CH:7]=1.[CH:34]1[C:42]2[C:41]3[CH:43]=[CH:44][CH:45]=[CH:46][C:40]=3[S:39][C:38]=2[C:37]([C:47]2[CH:48]=[CH:49][C:50]3[NH:51][C:52]4[C:57]([C:58]=3[CH:59]=2)=[CH:56][CH:55]=[CH:54][CH:53]=4)=[CH:36][CH:35]=1.CC(C)([O-])C.[Na+].C(P(C(C)(C)C)C(C)(C)C)(C)(C)C. The catalyst is C1C=CC(/C=C/C(/C=C/C2C=CC=CC=2)=O)=CC=1.C1C=CC(/C=C/C(/C=C/C2C=CC=CC=2)=O)=CC=1.[Pd].CCCCCC.C1(C)C=CC=CC=1. The product is [CH:34]1[C:42]2[C:41]3[CH:43]=[CH:44][CH:45]=[CH:46][C:40]=3[S:39][C:38]=2[C:37]([C:47]2[CH:48]=[CH:49][C:50]3[N:51]([C:6]4[CH:7]=[CH:2][CH:3]=[C:4]([C:8]5[CH:21]=[CH:20][C:19]6[C:10](=[C:11]([C:28]7[CH:33]=[CH:32][CH:31]=[CH:30][CH:29]=7)[C:12]7[C:17]([C:18]=6[C:22]6[CH:27]=[CH:26][CH:25]=[CH:24][CH:23]=6)=[CH:16][CH:15]=[CH:14][CH:13]=7)[CH:9]=5)[CH:5]=4)[C:52]4[C:57]([C:58]=3[CH:59]=2)=[CH:56][CH:55]=[CH:54][CH:53]=4)=[CH:36][CH:35]=1. The yield is 0.700. (2) The reactants are C(O)(C(F)(F)F)=O.[C:8]12([C:18]3[CH:19]=[C:20]([C:44]4[CH:49]=[CH:48][C:47](/[CH:50]=[CH:51]/[C:52]([O:54]C(C)(C)C)=[O:53])=[CH:46][CH:45]=4)[CH:21]=[CH:22][C:23]=3[O:24][C:25](=[O:43])[CH2:26][CH2:27][CH2:28][CH2:29][CH2:30][CH2:31][CH2:32][CH:33]=[CH:34][CH2:35][CH:36]=[CH:37][CH2:38][CH2:39][CH2:40][CH2:41][CH3:42])[CH2:17][CH:12]3[CH2:13][CH:14]([CH2:16][CH:10]([CH2:11]3)[CH2:9]1)[CH2:15]2. The catalyst is C(Cl)Cl. The product is [C:8]12([C:18]3[CH:19]=[C:20]([C:44]4[CH:45]=[CH:46][C:47]([CH:50]=[CH:51][C:52]([OH:54])=[O:53])=[CH:48][CH:49]=4)[CH:21]=[CH:22][C:23]=3[O:24][C:25](=[O:43])[CH2:26][CH2:27][CH2:28][CH2:29][CH2:30][CH2:31][CH2:32]/[CH:33]=[CH:34]/[CH2:35][CH:36]=[CH:37][CH2:38][CH2:39][CH2:40][CH2:41][CH3:42])[CH2:9][CH:10]3[CH2:11][CH:12]([CH2:13][CH:14]([CH2:16]3)[CH2:15]1)[CH2:17]2. The yield is 0.990. (3) The reactants are [CH:1]1([CH:7]([NH:18][C:19]2[CH:20]=[CH:21][C:22]([C:25]([NH:27][CH2:28][CH2:29][C:30]([O:32]CC)=[O:31])=[O:26])=[N:23][CH:24]=2)[C:8]2[S:9][C:10]3[CH:17]=[CH:16][CH:15]=[CH:14][C:11]=3[C:12]=2[CH3:13])[CH2:6][CH2:5][CH2:4][CH2:3][CH2:2]1.O1CCCC1.[OH-].[Na+]. The catalyst is C(O)C. The product is [CH:1]1([CH:7]([NH:18][C:19]2[CH:20]=[CH:21][C:22]([C:25]([NH:27][CH2:28][CH2:29][C:30]([OH:32])=[O:31])=[O:26])=[N:23][CH:24]=2)[C:8]2[S:9][C:10]3[CH:17]=[CH:16][CH:15]=[CH:14][C:11]=3[C:12]=2[CH3:13])[CH2:6][CH2:5][CH2:4][CH2:3][CH2:2]1. The yield is 0.910. (4) The reactants are [F:1][C:2]1[CH:30]=[C:29]([N+:31]([O-])=O)[CH:28]=[CH:27][C:3]=1[O:4][C:5]1[CH:10]=[CH:9][N:8]=[C:7]2[CH:11]=[C:12]([C:14]3[CH:19]=[CH:18][C:17]([C:20]([N:22]4[CH2:26][CH2:25][CH2:24][CH2:23]4)=[O:21])=[CH:16][CH:15]=3)[S:13][C:6]=12.[NH4+].[Cl-]. The catalyst is CO.[Zn]. The product is [NH2:31][C:29]1[CH:28]=[CH:27][C:3]([O:4][C:5]2[CH:10]=[CH:9][N:8]=[C:7]3[CH:11]=[C:12]([C:14]4[CH:15]=[CH:16][C:17]([C:20]([N:22]5[CH2:26][CH2:25][CH2:24][CH2:23]5)=[O:21])=[CH:18][CH:19]=4)[S:13][C:6]=23)=[C:2]([F:1])[CH:30]=1. The yield is 0.930. (5) The reactants are [CH3:1][C:2]([CH3:19])([CH3:18])/[CH:3]=[CH:4]/[C:5]1[C:13]2[O:12][CH:11]([CH2:14][N:15]=[N+]=[N-])[CH2:10][C:9]=2[CH:8]=[CH:7][CH:6]=1. The catalyst is [Pd]. The product is [CH3:1][C:2]([CH3:19])([CH3:18])[CH2:3][CH2:4][C:5]1[C:13]2[O:12][CH:11]([CH2:14][NH2:15])[CH2:10][C:9]=2[CH:8]=[CH:7][CH:6]=1. The yield is 0.340. (6) The reactants are [NH2:1][C:2]1[CH:11]=[C:10]2[C:5]([CH:6]=[CH:7][CH:8]=[C:9]2[N:12]2[CH2:17][CH2:16][N:15]([CH3:18])[CH2:14][CH2:13]2)=[CH:4][CH:3]=1.C(N(CC)CC)C.[Cl:26][C:27]1[CH:35]=[CH:34][C:30]([C:31](Cl)=[O:32])=[CH:29][CH:28]=1. The product is [Cl:26][C:27]1[CH:35]=[CH:34][C:30]([C:31]([NH:1][C:2]2[CH:11]=[C:10]3[C:5]([CH:6]=[CH:7][CH:8]=[C:9]3[N:12]3[CH2:17][CH2:16][N:15]([CH3:18])[CH2:14][CH2:13]3)=[CH:4][CH:3]=2)=[O:32])=[CH:29][CH:28]=1. The catalyst is C(#N)C. The yield is 0.430. (7) The reactants are [CH2:1]([O:8][C:9]([N:11]([CH2:13][C:14]1[CH:19]=[CH:18][C:17]([CH:20]2[C:29](=O)[C:28]3[C:27]([C:31](OC)=[O:32])=[CH:26][CH:25]=[CH:24][C:23]=3[NH:22][CH:21]2[C:35]2[CH:40]=[CH:39][CH:38]=[CH:37][CH:36]=2)=[CH:16][CH:15]=1)[CH3:12])=[O:10])[C:2]1[CH:7]=[CH:6][CH:5]=[CH:4][CH:3]=1.O.[NH2:42][NH2:43]. The catalyst is CO. The product is [CH3:12][N:11]([CH2:13][C:14]1[CH:15]=[CH:16][C:17]([CH:20]2[C:29]3=[N:42][NH:43][C:31](=[O:32])[C:27]4[CH:26]=[CH:25][CH:24]=[C:23]([C:28]=43)[NH:22][CH:21]2[C:35]2[CH:40]=[CH:39][CH:38]=[CH:37][CH:36]=2)=[CH:18][CH:19]=1)[C:9](=[O:10])[O:8][CH2:1][C:2]1[CH:7]=[CH:6][CH:5]=[CH:4][CH:3]=1. The yield is 0.160. (8) The reactants are [Cl:1][C:2]1[CH:27]=[CH:26][C:5]2[CH2:6][CH:7]([CH3:25])[N:8]([C:21](=[O:24])[CH2:22][CH3:23])[N:9]=[C:10]([C:11]3[CH:16]=[CH:15][C:14]([N+:17]([O-])=O)=[C:13]([CH3:20])[CH:12]=3)[C:4]=2[CH:3]=1.O.NN. The catalyst is CO.ClCCl.[Ni]. The product is [NH2:17][C:14]1[CH:15]=[CH:16][C:11]([C:10]2[C:4]3[CH:3]=[C:2]([Cl:1])[CH:27]=[CH:26][C:5]=3[CH2:6][CH:7]([CH3:25])[N:8]([C:21](=[O:24])[CH2:22][CH3:23])[N:9]=2)=[CH:12][C:13]=1[CH3:20]. The yield is 0.560. (9) The reactants are [F:1][C:2]([F:7])([F:6])[C:3]([OH:5])=[O:4].[CH:8]12[CH2:17][CH:12]3[CH2:13][CH:14]([CH2:16][CH:10]([CH2:11]3)[CH:9]1[NH:18][C:19]([CH:21]1[CH2:25][CH2:24][CH2:23][NH:22]1)=[O:20])[CH2:15]2.Br[CH2:27][C:28]1[CH:36]=[CH:35][C:31]([C:32]([OH:34])=[O:33])=[CH:30][CH:29]=1.CS(C)=O. The catalyst is CO. The product is [C:3]([OH:5])([C:2]([F:7])([F:6])[F:1])=[O:4].[CH:10]12[CH2:11][CH:12]3[CH2:13][CH:14]([CH2:15][CH:8]([CH2:17]3)[CH:9]1[NH:18][C:19]([CH:21]1[CH2:25][CH2:24][CH2:23][N:22]1[CH2:27][C:28]1[CH:36]=[CH:35][C:31]([C:32]([OH:34])=[O:33])=[CH:30][CH:29]=1)=[O:20])[CH2:16]2. The yield is 0.00100.